From a dataset of Forward reaction prediction with 1.9M reactions from USPTO patents (1976-2016). Predict the product of the given reaction. (1) Given the reactants [N-:1]([S:9]([C:12]([F:15])([F:14])[F:13])(=[O:11])=[O:10])[S:2]([C:5]([F:8])([F:7])[F:6])(=[O:4])=[O:3].[Li+].[Br-].[CH3:18][N+:19]1[CH:23]=[CH:22][N:21]([CH2:24][CH2:25][CH2:26][CH2:27][CH2:28][CH2:29][CH2:30][CH2:31][CH2:32][CH2:33][CH2:34][CH2:35][CH2:36][CH2:37][CH2:38][CH3:39])[CH:20]=1, predict the reaction product. The product is: [N-:1]([S:2]([C:5]([F:8])([F:6])[F:7])(=[O:4])=[O:3])[S:9]([C:12]([F:15])([F:14])[F:13])(=[O:11])=[O:10].[CH3:18][N+:19]1[CH:23]=[CH:22][N:21]([CH2:24][CH2:25][CH2:26][CH2:27][CH2:28][CH2:29][CH2:30][CH2:31][CH2:32][CH2:33][CH2:34][CH2:35][CH2:36][CH2:37][CH2:38][CH3:39])[CH:20]=1. (2) Given the reactants C1C=CC(P(C2C=CC=CC=2)C2C=CC=CC=2)=CC=1.[CH2:20]([O:22][C:23]([C:25]12[CH2:42][CH:41]1[CH:40]=[CH:39][CH2:38][CH2:37][CH2:36][CH2:35][N:34]([CH3:43])[C:33](=[O:44])[N:32]1[CH:28]([CH2:29][CH:30]([OH:45])[CH2:31]1)[C:27](=[O:46])[NH:26]2)=[O:24])[CH3:21].[F:47][C:48]1[CH:49]=[C:50]([C:54]2[N:63]=[C:62](O)[C:61]3[C:56](=[C:57]([CH3:67])[C:58]([O:65][CH3:66])=[CH:59][CH:60]=3)[N:55]=2)[CH:51]=[CH:52][CH:53]=1.N#N.CC(OC(/N=N/C(OC(C)C)=O)=O)C, predict the reaction product. The product is: [CH2:20]([O:22][C:23]([C:25]12[CH2:42][CH:41]1[CH:40]=[CH:39][CH2:38][CH2:37][CH2:36][CH2:35][N:34]([CH3:43])[C:33](=[O:44])[N:32]1[CH:28]([CH2:29][CH:30]([O:45][C:62]3[C:61]4[C:56](=[C:57]([CH3:67])[C:58]([O:65][CH3:66])=[CH:59][CH:60]=4)[N:55]=[C:54]([C:50]4[CH:51]=[CH:52][CH:53]=[C:48]([F:47])[CH:49]=4)[N:63]=3)[CH2:31]1)[C:27](=[O:46])[NH:26]2)=[O:24])[CH3:21].